This data is from Full USPTO retrosynthesis dataset with 1.9M reactions from patents (1976-2016). The task is: Predict the reactants needed to synthesize the given product. (1) Given the product [F:26][C:25]([F:28])([F:27])[C:21]1[CH:20]=[C:19]([CH:24]=[CH:23][CH:22]=1)[C:18]([NH:17][C:13]1[CH:12]=[C:11]([CH:16]=[CH:15][CH:14]=1)[O:10][C:7]1[CH:8]=[CH:9][C:4]2[N:5]([CH:30]=[C:2]([NH:1][C:31](=[O:38])[O:32][CH2:33][C:34]([Cl:37])([Cl:36])[Cl:35])[N:3]=2)[N:6]=1)=[O:29], predict the reactants needed to synthesize it. The reactants are: [NH2:1][C:2]1[N:3]=[C:4]2[CH:9]=[CH:8][C:7]([O:10][C:11]3[CH:12]=[C:13]([NH:17][C:18](=[O:29])[C:19]4[CH:24]=[CH:23][CH:22]=[C:21]([C:25]([F:28])([F:27])[F:26])[CH:20]=4)[CH:14]=[CH:15][CH:16]=3)=[N:6][N:5]2[CH:30]=1.[C:31](Cl)(=[O:38])[O:32][CH2:33][C:34]([Cl:37])([Cl:36])[Cl:35].C(N(CC)CC)C. (2) Given the product [Cl:32][C:29]1[CH:30]=[CH:31][C:18]2[N:17]([C:15]([C:12]3[CH:13]=[CH:14][C:9]([CH2:8][NH:7][C:1](=[O:5])[CH:2]([CH3:4])[CH3:3])=[C:10]([CH3:33])[CH:11]=3)=[O:16])[CH2:26][CH2:25][C:24]3[N:23]=[C:22]([CH3:27])[NH:21][C:20]=3[C:19]=2[CH:28]=1, predict the reactants needed to synthesize it. The reactants are: [C:1](Cl)(=[O:5])[CH:2]([CH3:4])[CH3:3].[NH2:7][CH2:8][C:9]1[CH:14]=[CH:13][C:12]([C:15]([N:17]2[CH2:26][CH2:25][C:24]3[N:23]=[C:22]([CH3:27])[NH:21][C:20]=3[C:19]3[CH:28]=[C:29]([Cl:32])[CH:30]=[CH:31][C:18]2=3)=[O:16])=[CH:11][C:10]=1[CH3:33].CCN(C(C)C)C(C)C. (3) Given the product [OH:2][CH:10]1[CH:11]2[CH:6]3[CH:7]([CH2:8][CH:9]1[CH2:12]3)[S:15](=[O:18])(=[O:17])[O:16]2, predict the reactants needed to synthesize it. The reactants are: C(O)=[O:2].OO.[C:6]12(C)[C:12](C)(C)[CH:9]([CH:10]=[CH:11]1)[CH2:8][CH:7]2[S:15]([O-:18])(=[O:17])=[O:16].CC1C=CC=C(C)[NH+]=1.S([O-])([O-])=O.[Na+].[Na+].C(=O)([O-])O.[Na+]. (4) The reactants are: Br[C:2]1[C:3]2[C:4]3[CH:18]=[CH:17][S:16][C:5]=3[C:6](=[O:15])[NH:7][C:8]=2[C:9]([CH3:14])=[CH:10][C:11]=1[O:12][CH3:13].CC1(C)C(C)(C)OB([C:27]2[CH:32]=[CH:31][C:30]([CH2:33][CH2:34][C:35]#[N:36])=[CH:29][CH:28]=2)O1. Given the product [CH3:13][O:12][C:11]1[CH:10]=[C:9]([CH3:14])[C:8]2[NH:7][C:6](=[O:15])[C:5]3[S:16][CH:17]=[CH:18][C:4]=3[C:3]=2[C:2]=1[C:27]1[CH:32]=[CH:31][C:30]([CH2:33][CH2:34][C:35]#[N:36])=[CH:29][CH:28]=1, predict the reactants needed to synthesize it. (5) Given the product [C:1]([NH:14][CH2:13][CH2:12][CH2:11][CH2:10][C@@H:9]([C:15]([OH:17])=[O:16])[NH2:8])(=[O:5])[C:2]([CH3:4])=[CH2:3], predict the reactants needed to synthesize it. The reactants are: [C:1](Cl)(=[O:5])[C:2]([CH3:4])=[CH2:3].Cl.[NH2:8][C@H:9]([C:15]([OH:17])=[O:16])[CH2:10][CH2:11][CH2:12][CH2:13][NH2:14].[OH-].[Na+].C([O-])([O-])=O.[Na+].[Na+]. (6) Given the product [Cl:1][C:2]1[CH:7]=[C:6]2[NH:8][C:9](=[O:36])[C:10]3([CH:15]([C:16]4[CH:21]=[CH:20][CH:19]=[C:18]([Cl:22])[CH:17]=4)[CH2:14][C:13](=[O:23])[N:12]([CH2:24][CH2:25][CH2:26][N:47]4[CH2:40][CH2:39][O:38][CH2:37][CH2:46]4)[CH:11]3[C:28]3[CH:33]=[C:32]([F:34])[CH:31]=[CH:30][C:29]=3[CH3:35])[C:5]2=[CH:4][CH:3]=1, predict the reactants needed to synthesize it. The reactants are: [Cl:1][C:2]1[CH:7]=[C:6]2[NH:8][C:9](=[O:36])[C:10]3([CH:15]([C:16]4[CH:21]=[CH:20][CH:19]=[C:18]([Cl:22])[CH:17]=4)[CH2:14][C:13](=[O:23])[N:12]([CH2:24][CH2:25][CH2:26]Cl)[CH:11]3[C:28]3[CH:33]=[C:32]([F:34])[CH:31]=[CH:30][C:29]=3[CH3:35])[C:5]2=[CH:4][CH:3]=1.[CH3:37][O:38][CH:39]([Si](C)(C)C)[CH3:40].C[CH2:46][N:47](C(C)C)C(C)C. (7) Given the product [F:22][C:2]([F:1])([F:21])[C:3]1[S:4][C:5]2[CH:10]=[C:9]([O:11][NH:12][C:13](=[O:19])[O:14][C:15]3[CH:17]=[CH:35][CH:30]=[CH:31][CH:18]=3)[N:8]=[CH:7][C:6]=2[N:20]=1, predict the reactants needed to synthesize it. The reactants are: [F:1][C:2]([F:22])([F:21])[C:3]1[S:4][C:5]2[CH:10]=[C:9]([O:11][NH:12][C:13](=[O:19])[O:14][C:15]([CH3:18])([CH3:17])C)[N:8]=[CH:7][C:6]=2[N:20]=1.C(N(CC)CC)C.[C:30]1(OC(Cl)=O)[CH:35]=CC=C[CH:31]=1.[Cl-].[NH4+].